Predict the reactants needed to synthesize the given product. From a dataset of Full USPTO retrosynthesis dataset with 1.9M reactions from patents (1976-2016). (1) Given the product [CH3:1][O:2][C:3](=[O:31])[C:4]1[CH:9]=[C:8]([C:10]2[CH:15]=[C:14]([S:16][CH2:17][CH2:18][NH:19][C:20](=[O:21])[CH2:50][CH2:49][CH2:48][NH:47][CH2:46][C:44]([O:43][C:39]([CH3:40])([CH3:42])[CH3:41])=[O:45])[N:13]=[C:12]([NH2:27])[N:11]=2)[C:7]([CH3:28])=[CH:6][C:5]=1[O:29][CH3:30], predict the reactants needed to synthesize it. The reactants are: [CH3:1][O:2][C:3](=[O:31])[C:4]1[CH:9]=[C:8]([C:10]2[CH:15]=[C:14]([S:16][CH2:17][CH2:18][NH:19][C:20](OC(C)(C)C)=[O:21])[N:13]=[C:12]([NH2:27])[N:11]=2)[C:7]([CH3:28])=[CH:6][C:5]=1[O:29][CH3:30].FC(F)(F)C(O)=O.[C:39]([O:43][C:44]([CH2:46][NH:47][CH2:48][CH2:49][CH2:50]C(O)=O)=[O:45])([CH3:42])([CH3:41])[CH3:40].ON1C2C=CC=CC=2N=N1.C(N(C(C)C)CC)(C)C.Cl.C(N=C=NCCCN(C)C)C.[Cl-].[NH4+]. (2) Given the product [CH2:13]([O:6][C:5](=[O:7])[C:4]1[CH:3]=[C:2]([OH:1])[CH:10]=[C:9]([OH:11])[CH:8]=1)[CH3:20], predict the reactants needed to synthesize it. The reactants are: [OH:1][C:2]1[CH:3]=[C:4]([CH:8]=[C:9]([OH:11])[CH:10]=1)[C:5]([OH:7])=[O:6].O[C:13]1C=C(C=C(O)[CH:20]=1)CO. (3) Given the product [F:22][C:23]1[CH:31]=[CH:30][C:26]([C:27]([NH:13][C:14]2[CH:21]=[CH:20][C:17]([CH2:18][NH:19][C:10]3[C:9]4[C:4](=[CH:5][CH:6]=[CH:7][CH:8]=4)[N:3]=[C:2]([NH:33][CH3:32])[N:11]=3)=[CH:16][CH:15]=2)=[O:28])=[CH:25][CH:24]=1, predict the reactants needed to synthesize it. The reactants are: Cl[C:2]1[N:11]=[C:10](Cl)[C:9]2[C:4](=[CH:5][CH:6]=[CH:7][CH:8]=2)[N:3]=1.[NH2:13][C:14]1[CH:21]=[CH:20][C:17]([CH2:18][NH2:19])=[CH:16][CH:15]=1.[F:22][C:23]1[CH:31]=[CH:30][C:26]([C:27](Cl)=[O:28])=[CH:25][CH:24]=1.[CH3:32][NH2:33]. (4) Given the product [CH2:38]([O:37][C:35]([CH2:34][N:1]1[CH:5]=[C:4](/[CH:6]=[C:7]2\[CH2:8][N:9]([C:14]([C:21]3[CH:22]=[CH:23][CH:24]=[CH:25][CH:26]=3)([C:15]3[CH:20]=[CH:19][CH:18]=[CH:17][CH:16]=3)[C:27]3[CH:32]=[CH:31][CH:30]=[CH:29][CH:28]=3)[CH2:10][CH2:11][C:12]\2=[O:13])[CH:3]=[N:2]1)=[O:36])[CH3:39], predict the reactants needed to synthesize it. The reactants are: [NH:1]1[CH:5]=[C:4](/[CH:6]=[C:7]2\[CH2:8][N:9]([C:14]([C:27]3[CH:32]=[CH:31][CH:30]=[CH:29][CH:28]=3)([C:21]3[CH:26]=[CH:25][CH:24]=[CH:23][CH:22]=3)[C:15]3[CH:20]=[CH:19][CH:18]=[CH:17][CH:16]=3)[CH2:10][CH2:11][C:12]\2=[O:13])[CH:3]=[N:2]1.Br[CH2:34][C:35]([O:37][CH2:38][CH3:39])=[O:36].N12CCCN=C1CCCCC2.[Cl-].[Na+]. (5) Given the product [CH3:9][C@H:10]1[CH2:11][C:12]([C:2]#[C:1][C:3]2[CH:8]=[CH:7][CH:6]=[CH:5][N:4]=2)=[CH:13][CH2:14][CH2:15]1.[CH3:9][C@@H:10]1[CH2:15][CH2:14][CH2:13][C:12]([C:2]#[C:1][C:3]2[CH:8]=[CH:7][CH:6]=[CH:5][N:4]=2)=[CH:11]1, predict the reactants needed to synthesize it. The reactants are: [C:1]([C:3]1[CH:8]=[CH:7][CH:6]=[CH:5][N:4]=1)#[CH:2].[CH3:9][C@@H:10]1[CH2:15][CH2:14][CH2:13][C:12](=O)[CH2:11]1. (6) Given the product [CH2:26]([O:25][C:18]1[CH:17]=[C:16]([C:4]2[C:5]3[C:10](=[O:11])[N:9]([CH3:12])[C:8](=[O:13])[N:7]([CH3:14])[C:6]=3[N:15]=[C:2]([NH:1][CH2:33][C:34]3[CH:43]=[CH:42][C:41]4[C:36](=[CH:37][CH:38]=[CH:39][CH:40]=4)[CH:35]=3)[C:3]=2[C:28]#[N:29])[CH:21]=[C:20]([O:22][CH2:23][CH3:24])[CH:19]=1)[CH3:27], predict the reactants needed to synthesize it. The reactants are: [NH2:1][C:2]1[C:3]([C:28]#[N:29])=[C:4]([C:16]2[CH:21]=[C:20]([O:22][CH2:23][CH3:24])[CH:19]=[C:18]([O:25][CH2:26][CH3:27])[CH:17]=2)[C:5]2[C:10](=[O:11])[N:9]([CH3:12])[C:8](=[O:13])[N:7]([CH3:14])[C:6]=2[N:15]=1.[H-].[Na+].Br[CH2:33][C:34]1[CH:43]=[CH:42][C:41]2[C:36](=[CH:37][CH:38]=[CH:39][CH:40]=2)[CH:35]=1. (7) Given the product [N+:8]([C:5]1[CH:6]=[CH:7][C:2]([N:11]2[CH2:16][CH2:15][NH:14][CH2:13][CH2:12]2)=[N:3][CH:4]=1)([O-:10])=[O:9], predict the reactants needed to synthesize it. The reactants are: Br[C:2]1[CH:7]=[CH:6][C:5]([N+:8]([O-:10])=[O:9])=[CH:4][N:3]=1.[NH:11]1[CH2:16][CH2:15][NH:14][CH2:13][CH2:12]1.